From a dataset of Catalyst prediction with 721,799 reactions and 888 catalyst types from USPTO. Predict which catalyst facilitates the given reaction. (1) Reactant: C(N(CC)CC)C.[C:8](Cl)(=O)[O:9]CC.[C:14]([O:18][C:19]([N:21]1[CH2:27][CH2:26][CH2:25][N:24]([S:28]([C:31]2[CH:32]=[C:33]3[C:38](=[CH:39][CH:40]=2)[CH:37]=[N+:36]([O-])[CH:35]=[CH:34]3)(=[O:30])=[O:29])[CH2:23][CH2:22]1)=[O:20])([CH3:17])([CH3:16])[CH3:15]. Product: [C:14]([O:18][C:19]([N:21]1[CH2:27][CH2:26][CH2:25][N:24]([S:28]([C:31]2[CH:32]=[C:33]3[C:38](=[CH:39][CH:40]=2)[C:37]([O:9][CH3:8])=[N:36][CH:35]=[CH:34]3)(=[O:30])=[O:29])[CH2:23][CH2:22]1)=[O:20])([CH3:17])([CH3:16])[CH3:15]. The catalyst class is: 5. (2) Reactant: [Cl:1][C:2]1[CH:7]=[CH:6][C:5]([C:8]2[S:12][C:11]([C:13]([O:15]C)=O)=[C:10](/[N:17]=[CH:18]/[N:19]([CH3:21])C)[CH:9]=2)=[CH:4][CH:3]=1.[CH3:22][N:23]1[CH2:28][CH2:27][CH2:26][CH:25]([O:29][C:30]2[CH:31]=[C:32](CN)[CH:33]=[CH:34][CH:35]=2)[CH2:24]1. Product: [Cl:1][C:2]1[CH:3]=[CH:4][C:5]([C:8]2[S:12][C:11]3[C:13](=[O:15])[N:19]([CH2:21][C:34]4[CH:33]=[CH:32][CH:31]=[C:30]([O:29][CH:25]5[CH2:26][CH2:27][CH2:28][N:23]([CH3:22])[CH2:24]5)[CH:35]=4)[CH:18]=[N:17][C:10]=3[CH:9]=2)=[CH:6][CH:7]=1. The catalyst class is: 5. (3) Reactant: C[O-].[Na+].[C:4]([NH:7][CH2:8][CH:9]1[O:13][C:12](=[O:14])[N:11]([C:15]2[CH:20]=[CH:19][C:18]([C:21]3[S:22][CH:23]([C:28]4[CH:33]=[CH:32][C:31]([O:34]S(C)(=O)=O)=[CH:30][CH:29]=4)[C:24](=[O:27])[NH:25][N:26]=3)=[C:17]([F:39])[CH:16]=2)[CH2:10]1)(=[O:6])[CH3:5].C(O)(=O)C. Product: [F:39][C:17]1[CH:16]=[C:15]([N:11]2[CH2:10][C@H:9]([CH2:8][NH:7][C:4](=[O:6])[CH3:5])[O:13][C:12]2=[O:14])[CH:20]=[CH:19][C:18]=1[C:21]1[S:22][CH:23]([C:28]2[CH:29]=[CH:30][C:31]([OH:34])=[CH:32][CH:33]=2)[C:24](=[O:27])[NH:25][N:26]=1. The catalyst class is: 5. (4) Reactant: [O:1]1[CH:5]=[CH:4][C:3]([C:6]2[N:11]=[CH:10][C:9]([CH:12]([OH:15])[CH2:13]C)=[CH:8][CH:7]=2)=[CH:2]1.[CH:16]1[N:20]=[CH:19][N:18]([C:21](N2C=NC=C2)=[O:22])[CH:17]=1. Product: [N:18]1([C:21]([O:15][CH:12]([C:9]2[CH:10]=[N:11][C:6]([C:3]3[CH:4]=[CH:5][O:1][CH:2]=3)=[CH:7][CH:8]=2)[CH3:13])=[O:22])[CH:17]=[CH:16][N:20]=[CH:19]1. The catalyst class is: 10. (5) Reactant: O=[C:2]1[C@H:11]([NH:12][C:13](=[O:22])[O:14][CH2:15][C:16]2[CH:21]=[CH:20][CH:19]=[CH:18][CH:17]=2)[CH2:10][C:9]2[C:4](=[CH:5][C:6]([NH:23][C:24](=[O:30])[O:25][C:26]([CH3:29])([CH3:28])[CH3:27])=[CH:7][N:8]=2)[NH:3]1.[H-].[Al+3].[Li+].[H-].[H-].[H-].O.O.O.O.O.O.O.O.O.O.S([O-])([O-])(=O)=O.[Na+].[Na+]. Product: [NH:3]1[C:4]2[C:9](=[N:8][CH:7]=[C:6]([NH:23][C:24](=[O:30])[O:25][C:26]([CH3:29])([CH3:27])[CH3:28])[CH:5]=2)[CH2:10][C@@H:11]([NH:12][C:13](=[O:22])[O:14][CH2:15][C:16]2[CH:21]=[CH:20][CH:19]=[CH:18][CH:17]=2)[CH2:2]1. The catalyst class is: 7. (6) Reactant: C(Cl)(=O)C(Cl)=O.CS(C)=O.[OH:11][CH2:12][C:13]1[O:17][N:16]=[C:15]([CH3:18])[C:14]=1[C:19]1[CH:24]=[CH:23][CH:22]=[CH:21][C:20]=1[NH:25][C:26](=[O:32])[O:27][C:28]([CH3:31])([CH3:30])[CH3:29].C(N(CC)CC)C. Product: [CH:12]([C:13]1[O:17][N:16]=[C:15]([CH3:18])[C:14]=1[C:19]1[CH:24]=[CH:23][CH:22]=[CH:21][C:20]=1[NH:25][C:26](=[O:32])[O:27][C:28]([CH3:30])([CH3:29])[CH3:31])=[O:11]. The catalyst class is: 46. (7) Reactant: [C:1](=O)([O-])[O-].[K+].[K+].[N+:7]([C:10]1[CH:19]=[CH:18][CH:17]=[C:16]2[C:11]=1[CH:12]=[CH:13][N:14]=[C:15]2[C:20]([OH:22])=[O:21])([O-:9])=[O:8].IC.O. Product: [N+:7]([C:10]1[CH:19]=[CH:18][CH:17]=[C:16]2[C:11]=1[CH:12]=[CH:13][N:14]=[C:15]2[C:20]([O:22][CH3:1])=[O:21])([O-:9])=[O:8]. The catalyst class is: 9. (8) Reactant: [OH-].[Na+].[C:3]([O:7][C:8]([NH:10][CH2:11][C:12]([NH:14][C@@:15]1([C:32]([O:34]CC)=[O:33])[CH2:20][C@@H:19]([S:21][C:22]2[NH:26][CH:25]=[N:24][N:23]=2)[C@@H:18]2[C@H:16]1[C@H:17]2[C:27]([O:29]CC)=[O:28])=[O:13])=[O:9])([CH3:6])([CH3:5])[CH3:4]. Product: [C:3]([O:7][C:8]([NH:10][CH2:11][C:12]([NH:14][C@@:15]1([C:32]([OH:34])=[O:33])[CH2:20][C@@H:19]([S:21][C:22]2[NH:26][CH:25]=[N:24][N:23]=2)[C@@H:18]2[C@H:16]1[C@H:17]2[C:27]([OH:29])=[O:28])=[O:13])=[O:9])([CH3:6])([CH3:4])[CH3:5]. The catalyst class is: 30. (9) Reactant: C[Si]([C:5]#[C:6][C:7]1[CH:19]=[CH:18][C:10]([O:11][CH:12]2[CH2:17][CH2:16][CH2:15][CH2:14][O:13]2)=[C:9]([CH3:20])[CH:8]=1)(C)C.C(=O)([O-])[O-].[K+].[K+]. Product: [C:6]([C:7]1[CH:19]=[CH:18][C:10]([O:11][CH:12]2[CH2:17][CH2:16][CH2:15][CH2:14][O:13]2)=[C:9]([CH3:20])[CH:8]=1)#[CH:5]. The catalyst class is: 5.